The task is: Regression. Given two drug SMILES strings and cell line genomic features, predict the synergy score measuring deviation from expected non-interaction effect.. This data is from NCI-60 drug combinations with 297,098 pairs across 59 cell lines. (1) Drug 1: C1=C(C(=O)NC(=O)N1)F. Drug 2: CC1=CC=C(C=C1)C2=CC(=NN2C3=CC=C(C=C3)S(=O)(=O)N)C(F)(F)F. Cell line: U251. Synergy scores: CSS=39.0, Synergy_ZIP=-11.3, Synergy_Bliss=-10.6, Synergy_Loewe=-10.4, Synergy_HSA=-8.65. (2) Drug 1: C1=NC2=C(N=C(N=C2N1C3C(C(C(O3)CO)O)F)Cl)N. Drug 2: CN(CCCl)CCCl.Cl. Cell line: A498. Synergy scores: CSS=7.63, Synergy_ZIP=-1.40, Synergy_Bliss=1.90, Synergy_Loewe=-1.63, Synergy_HSA=-1.77. (3) Drug 1: CN1C(=O)N2C=NC(=C2N=N1)C(=O)N. Drug 2: CC1CCCC2(C(O2)CC(NC(=O)CC(C(C(=O)C(C1O)C)(C)C)O)C(=CC3=CSC(=N3)C)C)C. Cell line: CAKI-1. Synergy scores: CSS=31.1, Synergy_ZIP=1.37, Synergy_Bliss=0.506, Synergy_Loewe=-24.5, Synergy_HSA=0.206. (4) Drug 1: CS(=O)(=O)C1=CC(=C(C=C1)C(=O)NC2=CC(=C(C=C2)Cl)C3=CC=CC=N3)Cl. Drug 2: CC1C(C(CC(O1)OC2CC(CC3=C2C(=C4C(=C3O)C(=O)C5=C(C4=O)C(=CC=C5)OC)O)(C(=O)C)O)N)O.Cl. Cell line: MCF7. Synergy scores: CSS=30.8, Synergy_ZIP=11.2, Synergy_Bliss=11.9, Synergy_Loewe=-3.65, Synergy_HSA=11.6.